This data is from Catalyst prediction with 721,799 reactions and 888 catalyst types from USPTO. The task is: Predict which catalyst facilitates the given reaction. (1) Reactant: [O-]CC.[Na+].O=[C:6]1[CH2:11][CH2:10][N:9]([C:12]([O:14][C:15]([CH3:18])([CH3:17])[CH3:16])=[O:13])[CH2:8][CH:7]1[C:19]([O:21]C)=O.[O:23]1[C:27]([C:28]2[CH:33]=[CH:32][C:31]([NH:34][C:35]([NH2:37])=[NH:36])=[CH:30][CH:29]=2)=[CH:26][N:25]=[CH:24]1. Product: [OH:21][C:19]1[C:7]2[CH2:8][N:9]([C:12]([O:14][C:15]([CH3:16])([CH3:17])[CH3:18])=[O:13])[CH2:10][CH2:11][C:6]=2[N:37]=[C:35]([NH:34][C:31]2[CH:32]=[CH:33][C:28]([C:27]3[O:23][CH:24]=[N:25][CH:26]=3)=[CH:29][CH:30]=2)[N:36]=1. The catalyst class is: 8. (2) Reactant: Cl.C(O)C.O[C:6]1([CH:28]2[CH2:33][CH2:32][N:31]([CH3:34])[CH2:30][CH2:29]2)[C:15]2[CH:16]=[CH:17][CH:18]=[CH:19][C:14]=2[CH:13]=[C:12]([O:20]C)[C:11]2[S:10][C:9]([CH2:22][C:23]([O:25]CC)=[O:24])=[CH:8][C:7]1=2.[OH-].[Na+]. Product: [CH3:34][N:31]1[CH2:30][CH2:29][C:28](=[C:6]2[C:15]3[CH:16]=[CH:17][CH:18]=[CH:19][C:14]=3[CH2:13][C:12](=[O:20])[C:11]3[S:10][C:9]([CH2:22][C:23]([OH:25])=[O:24])=[CH:8][C:7]2=3)[CH2:33][CH2:32]1. The catalyst class is: 6. (3) Reactant: [CH2:1]([N:3]1[CH2:8][CH2:7][N:6]([C:9]2[C:18]3[C:13](=[CH:14][CH:15]=[CH:16][CH:17]=3)[CH:12]=[C:11]([C:19]3[CH:24]=[CH:23][C:22]([O:25]C)=[CH:21][CH:20]=3)[N:10]=2)[CH2:5][CH2:4]1)[CH3:2]. Product: [CH2:1]([N:3]1[CH2:4][CH2:5][N:6]([C:9]2[C:18]3[C:13](=[CH:14][CH:15]=[CH:16][CH:17]=3)[CH:12]=[C:11]([C:19]3[CH:20]=[CH:21][C:22]([OH:25])=[CH:23][CH:24]=3)[N:10]=2)[CH2:7][CH2:8]1)[CH3:2]. The catalyst class is: 201. (4) Reactant: [Cl:1][C:2]1[C:7]([F:8])=[C:6](Cl)[N:5]=[CH:4][N:3]=1.[OH-].[NH4+:11]. Product: [Cl:1][C:2]1[N:3]=[CH:4][N:5]=[C:6]([NH2:11])[C:7]=1[F:8]. The catalyst class is: 51. (5) Reactant: [Cl:1][C:2]1[N:7]=[CH:6][C:5]([CH2:8][C:9]([OH:11])=O)=[CH:4][C:3]=1[CH3:12].[N:13]1[CH:18]=[CH:17][CH:16]=[C:15]([C:19]2[CH:20]=[CH:21][C:22]([NH2:25])=[N:23][CH:24]=2)[N:14]=1.C1(N=C=NC2CCCCC2)CCCCC1. Product: [Cl:1][C:2]1[N:7]=[CH:6][C:5]([CH2:8][C:9]([NH:25][C:22]2[CH:21]=[CH:20][C:19]([C:15]3[N:14]=[N:13][CH:18]=[CH:17][CH:16]=3)=[CH:24][N:23]=2)=[O:11])=[CH:4][C:3]=1[CH3:12]. The catalyst class is: 456. (6) Reactant: [C:1]([O:5][C:6]([N:8]1[CH2:20][C@@H:19]([CH3:21])[N:18]2[C:10](=[CH:11][C:12]3[C:17]2=[N:16][C:15]([Cl:22])=[C:14]([CH3:23])[CH:13]=3)[CH2:9]1)=[O:7])([CH3:4])([CH3:3])[CH3:2].C([BH3-])#N.[Na+]. Product: [C:1]([O:5][C:6]([N:8]1[CH2:20][C@@H:19]([CH3:21])[N:18]2[C@H:10]([CH2:11][C:12]3[C:17]2=[N:16][C:15]([Cl:22])=[C:14]([CH3:23])[CH:13]=3)[CH2:9]1)=[O:7])([CH3:3])([CH3:4])[CH3:2]. The catalyst class is: 15.